From a dataset of Forward reaction prediction with 1.9M reactions from USPTO patents (1976-2016). Predict the product of the given reaction. Given the reactants [Cu][C:2]#[N:3].Br[C:5]1[CH:10]=[C:9]([N+:11]([O-:13])=[O:12])[C:8]([NH2:14])=[C:7]([O:15][CH3:16])[CH:6]=1, predict the reaction product. The product is: [NH2:14][C:8]1[C:9]([N+:11]([O-:13])=[O:12])=[CH:10][C:5]([C:2]#[N:3])=[CH:6][C:7]=1[O:15][CH3:16].